Dataset: Reaction yield outcomes from USPTO patents with 853,638 reactions. Task: Predict the reaction yield, written as a fraction of the theoretical maximum amount of product (1.0 means a 100% yield; for example, 0.34 means a 34% yield). (1) The reactants are Br[C:2]1[CH:7]=[CH:6][C:5]([CH:8]2[CH2:13][CH2:12][N:11]([CH3:14])[CH2:10][CH2:9]2)=[CH:4][CH:3]=1.[B:15]1([B:15]2[O:19][C:18]([CH3:21])([CH3:20])[C:17]([CH3:23])([CH3:22])[O:16]2)[O:19][C:18]([CH3:21])([CH3:20])[C:17]([CH3:23])([CH3:22])[O:16]1.C([O-])(=O)C.[K+]. The catalyst is O1CCOCC1.C1C=CC(P(C2C=CC=CC=2)[C-]2C=CC=C2)=CC=1.C1C=CC(P(C2C=CC=CC=2)[C-]2C=CC=C2)=CC=1.Cl[Pd]Cl.[Fe+2].C(Cl)Cl. The product is [CH3:14][N:11]1[CH2:12][CH2:13][CH:8]([C:5]2[CH:6]=[CH:7][C:2]([B:15]3[O:19][C:18]([CH3:21])([CH3:20])[C:17]([CH3:23])([CH3:22])[O:16]3)=[CH:3][CH:4]=2)[CH2:9][CH2:10]1. The yield is 1.00. (2) The reactants are [Cl:1][C:2]1[CH:3]=[C:4]([CH:14]=[CH:15][C:16]=1[F:17])[CH2:5][O:6][C:7]1[N:12]=[CH:11][C:10]([NH2:13])=[CH:9][N:8]=1.Cl[C:19]1[C:28]2[C:23](=[CH:24][C:25]([O:31][CH2:32][CH2:33][CH2:34][Cl:35](=O)=O)=[C:26]([O:29][CH3:30])[CH:27]=2)[N:22]=[CH:21][N:20]=1.Cl. The catalyst is CC(N(C)C)=O.CCOCC. The product is [Cl:1][C:2]1[CH:3]=[C:4]([CH:14]=[CH:15][C:16]=1[F:17])[CH2:5][O:6][C:7]1[N:8]=[CH:9][C:10]([NH:13][C:19]2[C:28]3[C:23](=[CH:24][C:25]([O:31][CH2:32][CH2:33][CH2:34][Cl:35])=[C:26]([O:29][CH3:30])[CH:27]=3)[N:22]=[CH:21][N:20]=2)=[CH:11][N:12]=1. The yield is 0.900. (3) The reactants are [NH:1]([C:3]1[N:8]=[CH:7][C:6]([C:9]([O:11][C:12]([CH3:15])([CH3:14])[CH3:13])=[O:10])=[CH:5][CH:4]=1)[NH2:2].O=[C:17]1[CH2:21][S:20][CH2:19][CH:18]1[C:22](OC)=[O:23]. No catalyst specified. The yield is 0.610. The product is [O:23]=[C:22]1[N:1]([C:3]2[N:8]=[CH:7][C:6]([C:9]([O:11][C:12]([CH3:15])([CH3:14])[CH3:13])=[O:10])=[CH:5][CH:4]=2)[NH:2][C:17]2[CH2:21][S:20][CH2:19][C:18]1=2. (4) The reactants are [NH:1]1[CH:5]=[CH:4][N:3]=[C:2]1[C:6]([OH:8])=O.Cl.[C:10]([O:14][C:15](=[O:19])[C@H:16]([CH3:18])[NH2:17])([CH3:13])([CH3:12])[CH3:11].C(N(C(C)C)CC)(C)C.C1C=CC2N(O)N=NC=2C=1.CCN=C=NCCCN(C)C.Cl. The catalyst is CN(C)C=O. The product is [C:10]([O:14][C:15](=[O:19])[C@@H:16]([NH:17][C:6]([C:2]1[NH:1][CH:5]=[CH:4][N:3]=1)=[O:8])[CH3:18])([CH3:13])([CH3:12])[CH3:11]. The yield is 0.730. (5) The reactants are [N+:1]([C:4]1[CH:5]=[CH:6][C:7]([Cl:12])=[C:8]([CH:11]=1)[CH:9]=O)([O-:3])=[O:2].Cl.[NH2:14][CH2:15][CH2:16][SH:17].C([BH3-])#N.[Na+].C(O)(=O)C. The catalyst is CO. The product is [ClH:12].[Cl:12][C:7]1[CH:6]=[CH:5][C:4]([N+:1]([O-:3])=[O:2])=[CH:11][C:8]=1[CH2:9][NH:14][CH2:15][CH2:16][SH:17]. The yield is 0.450. (6) The product is [NH:1]1[C:5]2[CH:6]=[CH:7][C:8]([CH2:10][OH:11])=[CH:9][C:4]=2[N:3]=[CH:2]1. The reactants are [NH:1]1[C:5]2[CH:6]=[CH:7][C:8]([C:10](O)=[O:11])=[CH:9][C:4]=2[N:3]=[CH:2]1.C1COCC1.[H-].[Al+3].[Li+].[H-].[H-].[H-].C(OCC)(=O)C. The yield is 0.260. The catalyst is O.CO.